The task is: Predict the reaction yield, written as a fraction of the theoretical maximum amount of product (1.0 means a 100% yield; for example, 0.34 means a 34% yield).. This data is from Reaction yield outcomes from USPTO patents with 853,638 reactions. The reactants are Cl[C:2]1[N:7]=[CH:6][N:5]=[C:4]([NH:8][C:9]2[CH:14]=[CH:13][C:12]([O:15][CH3:16])=[CH:11][CH:10]=2)[CH:3]=1.CN.C[CH2:20][N:21](C(C)C)C(C)C. The catalyst is Cl.CCCCO. The product is [CH3:16][O:15][C:12]1[CH:13]=[CH:14][C:9]([NH:8][C:4]2[CH:3]=[C:2]([NH:21][CH3:20])[N:7]=[CH:6][N:5]=2)=[CH:10][CH:11]=1. The yield is 0.910.